Dataset: Experimentally validated miRNA-target interactions with 360,000+ pairs, plus equal number of negative samples. Task: Binary Classification. Given a miRNA mature sequence and a target amino acid sequence, predict their likelihood of interaction. The miRNA is mmu-miR-3069-5p with sequence UUGGCAGUCAAGAUAUUGUUUAGC. The protein sequence of the target gene is MGLRDWLRTVCCCCGCECLEERALPEKEPLVSDNNPYSSFGATLVRDDEKNLWSMPHDVSHTEADDDRTLYNLIVIRNQQAKDSEEWQKLNYDIHTLRQVRREVRNRWKCILEDLGFQKEADSLLSVTKLSTISDSKNTRKAREMLLKLAEETNIFPTSWELSERYLFVVDRLIALDAAEEFFKLARRTYPKKPGVPCLADGQKELHYLPFPSP. Result: 0 (no interaction).